This data is from Full USPTO retrosynthesis dataset with 1.9M reactions from patents (1976-2016). The task is: Predict the reactants needed to synthesize the given product. (1) Given the product [C:18]([C:17]1[C:12]([O:11][CH2:10][C:7]2[CH:8]=[CH:9][C:4]([C:3]([OH:30])=[O:2])=[CH:5][CH:6]=2)=[N:13][C:14]([C:25]2[S:26][CH:27]=[CH:28][CH:29]=2)=[CH:15][C:16]=1[C:20]1[CH:24]=[CH:23][O:22][CH:21]=1)#[N:19], predict the reactants needed to synthesize it. The reactants are: C[O:2][C:3](=[O:30])[C:4]1[CH:9]=[CH:8][C:7]([CH2:10][O:11][C:12]2[C:17]([C:18]#[N:19])=[C:16]([C:20]3[CH:24]=[CH:23][O:22][CH:21]=3)[CH:15]=[C:14]([C:25]3[S:26][CH:27]=[CH:28][CH:29]=3)[N:13]=2)=[CH:6][CH:5]=1.[OH-].[Li+].Cl. (2) Given the product [N:1]1[CH:6]=[CH:5][CH:4]=[C:3]([NH:7][C:8]2[S:9][CH:12]=[C:13]([C:15]3[CH:23]=[CH:22][C:18]([C:19]([OH:21])=[O:20])=[CH:17][CH:16]=3)[N:10]=2)[CH:2]=1, predict the reactants needed to synthesize it. The reactants are: [N:1]1[CH:6]=[CH:5][CH:4]=[C:3]([NH:7][C:8]([NH2:10])=[S:9])[CH:2]=1.Br[CH2:12][C:13]([C:15]1[CH:23]=[CH:22][C:18]([C:19]([OH:21])=[O:20])=[CH:17][CH:16]=1)=O.